From a dataset of Full USPTO retrosynthesis dataset with 1.9M reactions from patents (1976-2016). Predict the reactants needed to synthesize the given product. (1) The reactants are: [O:1]=[C:2]=[N:3][C@H:4]([C:8]([O:10][CH3:11])=[O:9])[CH:5]([CH3:7])[CH3:6].[CH3:12][C:13]([NH2:19])([CH2:15][CH2:16][CH:17]=[CH2:18])[CH3:14]. Given the product [CH3:12][C:13]([NH:19][C:2]([NH:3][C@H:4]([C:8]([O:10][CH3:11])=[O:9])[CH:5]([CH3:6])[CH3:7])=[O:1])([CH3:14])[CH2:15][CH2:16][CH:17]=[CH2:18], predict the reactants needed to synthesize it. (2) The reactants are: Br[CH:2]1[CH2:10][CH2:9][C:8]2[NH:7][N:6]=[C:5]([C:11]([F:14])([F:13])[F:12])[C:4]=2[C:3]1=[O:15].C(=O)([O-])[O-].[Li+].[Li+].[Br-].[Li+]. Given the product [OH:15][C:3]1[CH:2]=[CH:10][CH:9]=[C:8]2[C:4]=1[C:5]([C:11]([F:14])([F:13])[F:12])=[N:6][NH:7]2, predict the reactants needed to synthesize it. (3) Given the product [O:11]1[C:12]2([CH2:18][CH2:17][CH2:16][CH2:15][CH2:14]2)[CH2:13][C:9]([C:7]2[NH:6][C:5]3[CH:19]=[CH:20][C:2]([C:24]4[CH:28]=[CH:29][CH:30]=[CH:31][C:23]=4[C:22]([OH:26])([CH3:32])[CH3:21])=[CH:3][C:4]=3[N:8]=2)=[N:10]1, predict the reactants needed to synthesize it. The reactants are: Br[C:2]1[CH:20]=[CH:19][C:5]2[NH:6][C:7]([C:9]3[CH2:13][C:12]4([CH2:18][CH2:17][CH2:16][CH2:15][CH2:14]4)[O:11][N:10]=3)=[N:8][C:4]=2[CH:3]=1.[CH3:21][C:22]1([CH3:32])[O:26]B(O)[C:24]2[CH:28]=[CH:29][CH:30]=[CH:31][C:23]1=2.C(Cl)Cl.